This data is from Forward reaction prediction with 1.9M reactions from USPTO patents (1976-2016). The task is: Predict the product of the given reaction. Given the reactants [CH3:1][O:2][CH2:3][N:4]1[C:9](=[O:10])[N:8]2[CH:11]=[N:12][C:13]([C:14]([NH2:16])=O)=[C:7]2[N:6]=[N:5]1.P12(SP3(SP(SP(S3)(S1)=S)(=S)S2)=S)=[S:18].C[Si](C)(C)O[Si](C)(C)C, predict the reaction product. The product is: [CH3:1][O:2][CH2:3][N:4]1[C:9](=[O:10])[N:8]2[CH:11]=[N:12][C:13]([C:14](=[S:18])[NH2:16])=[C:7]2[N:6]=[N:5]1.